From a dataset of Catalyst prediction with 721,799 reactions and 888 catalyst types from USPTO. Predict which catalyst facilitates the given reaction. (1) Reactant: [Cl:1][C:2]1[CH:3]=[C:4]([C:8]2[CH:9]=[C:10]3[C:15](=[O:16])[NH:14][CH2:13][CH:12]([CH2:17][C:18]([O:20][CH2:21][CH3:22])=[O:19])[N:11]3[CH:23]=2)[CH:5]=[CH:6][CH:7]=1.[I:24]I. Product: [Cl:1][C:2]1[CH:3]=[C:4]([C:8]2[CH:9]=[C:10]3[C:15](=[O:16])[NH:14][CH2:13][CH:12]([CH2:17][C:18]([O:20][CH2:21][CH3:22])=[O:19])[N:11]3[C:23]=2[I:24])[CH:5]=[CH:6][CH:7]=1. The catalyst class is: 2. (2) The catalyst class is: 5. Reactant: [NH2:1][OH:2].[CH:3]([C:5]1[O:9][C:8]([CH3:10])=[C:7]([C:11]([O:13][CH3:14])=[O:12])[CH:6]=1)=O. Product: [OH:2][N:1]=[CH:3][C:5]1[O:9][C:8]([CH3:10])=[C:7]([C:11]([O:13][CH3:14])=[O:12])[CH:6]=1.